This data is from Forward reaction prediction with 1.9M reactions from USPTO patents (1976-2016). The task is: Predict the product of the given reaction. (1) Given the reactants [CH3:1][C:2]1[N:7]=[C:6]([C:8]2[CH:13]=[CH:12][CH:11]=[CH:10][CH:9]=2)[N:5]=[C:4]([C:14]([O:16][CH3:17])=[O:15])[CH:3]=1.[Br:18]Br, predict the reaction product. The product is: [Br:18][CH2:1][C:2]1[N:7]=[C:6]([C:8]2[CH:13]=[CH:12][CH:11]=[CH:10][CH:9]=2)[N:5]=[C:4]([C:14]([O:16][CH3:17])=[O:15])[CH:3]=1. (2) Given the reactants C1COCC1.[CH3:6][O:7][C:8]1[CH:9]=[C:10]([CH:14]=[C:15]([O:21][CH3:22])[C:16]=1[O:17][CH2:18][C:19]#[CH:20])[C:11](Cl)=[O:12].[CH3:23][CH:24]1[CH2:29][CH2:28][CH2:27][CH2:26][CH:25]1[NH2:30].C(N(CC)CC)C, predict the reaction product. The product is: [CH3:23][CH:24]1[CH2:29][CH2:28][CH2:27][CH2:26][CH:25]1[NH:30][C:11](=[O:12])[C:10]1[CH:9]=[C:8]([O:7][CH3:6])[C:16]([O:17][CH2:18][C:19]#[CH:20])=[C:15]([O:21][CH3:22])[CH:14]=1. (3) Given the reactants [C:1]([O:5][C:6](=[O:23])[NH:7][C:8]1[CH:13]=[CH:12][C:11]([Cl:14])=[C:10]([O:15][Si](C(C)(C)C)(C)C)[CH:9]=1)([CH3:4])([CH3:3])[CH3:2].[Li]C(C)(C)C.C[CH2:30][O:31]CC.C(#N)C.C(=O)=O, predict the reaction product. The product is: [C:1]([O:5][C:6](=[O:23])[NH:7][C:8]1[CH:9]=[C:10]([OH:15])[C:11]([Cl:14])=[CH:12][C:13]=1[CH:30]=[O:31])([CH3:2])([CH3:3])[CH3:4].